Task: Predict the reactants needed to synthesize the given product.. Dataset: Full USPTO retrosynthesis dataset with 1.9M reactions from patents (1976-2016) (1) Given the product [Br:1][C:2]1[CH:3]=[C:4]2[C:10]([I:11])=[N:9][N:8]([CH2:21][O:20][C:14](=[O:19])[C:15]([CH3:18])([CH3:17])[CH3:16])[C:5]2=[N:6][CH:7]=1, predict the reactants needed to synthesize it. The reactants are: [Br:1][C:2]1[CH:3]=[C:4]2[C:10]([I:11])=[N:9][NH:8][C:5]2=[N:6][CH:7]=1.[H-].[Na+].[C:14]([O:20][CH2:21]Cl)(=[O:19])[C:15]([CH3:18])([CH3:17])[CH3:16]. (2) Given the product [Cl:17][C:14]1[CH:15]=[CH:16][C:11]([C:7]2[N:8]([CH2:26][C:27]3[CH:28]=[C:29]([C:30]([O:32][CH3:33])=[O:31])[CH:34]=[CH:35][CH:36]=3)[C:9](=[O:10])[N:5]([CH2:4][C:3]([O:2][CH3:1])=[O:18])[N:6]=2)=[CH:12][CH:13]=1, predict the reactants needed to synthesize it. The reactants are: [CH3:1][O:2][C:3](=[O:18])[CH2:4][N:5]1[C:9](=[O:10])[NH:8][C:7]([C:11]2[CH:16]=[CH:15][C:14]([Cl:17])=[CH:13][CH:12]=2)=[N:6]1.C(=O)([O-])[O-].[Cs+].[Cs+].Br[CH2:26][C:27]1[CH:28]=[C:29]([CH:34]=[CH:35][CH:36]=1)[C:30]([O:32][CH3:33])=[O:31]. (3) Given the product [CH3:12][O:13][CH2:14][CH2:15][C:16]1[N:17]([CH2:29][CH2:30][CH2:31][CH2:32][C:33]([N:35]2[CH2:36][CH2:37][O:38][CH2:39][CH2:40]2)=[O:34])[C:18]2[C:27]3[CH:26]=[CH:25][CH:24]=[CH:23][C:22]=3[N:21]=[C:20]([NH2:42])[C:19]=2[N:28]=1, predict the reactants needed to synthesize it. The reactants are: C1C=C(Cl)C=C(C(OO)=O)C=1.[CH3:12][O:13][CH2:14][CH2:15][C:16]1[N:17]([CH2:29][CH2:30][CH2:31][CH2:32][C:33]([N:35]2[CH2:40][CH2:39][O:38][CH2:37][CH2:36]2)=[O:34])[C:18]2[C:27]3[CH:26]=[CH:25][CH:24]=[CH:23][C:22]=3[N:21]=[CH:20][C:19]=2[N:28]=1.[OH-].[NH4+:42].C1(S(Cl)(=O)=O)C=CC=CC=1. (4) Given the product [CH2:36](/[N:19]=[C:18]1\[C:14](=[CH:13]\[C:10]2[CH:11]=[CH:12][C:7]([O:6][CH2:5][C:4]3[CH:25]=[CH:26][C:27]([C:29]([F:31])([F:30])[F:32])=[CH:28][C:3]=3[C:2]([F:1])([F:33])[F:34])=[C:8]([O:23][CH3:24])[CH:9]=2)\[NH:15][C:16](=[O:22])[N:17]\1[CH2:20][CH3:21])[C:37]1[CH:42]=[CH:41][CH:40]=[CH:39][CH:38]=1, predict the reactants needed to synthesize it. The reactants are: [F:1][C:2]([F:34])([F:33])[C:3]1[CH:28]=[C:27]([C:29]([F:32])([F:31])[F:30])[CH:26]=[CH:25][C:4]=1[CH2:5][O:6][C:7]1[CH:12]=[CH:11][C:10](/[CH:13]=[C:14]2\[NH:15][C:16](=[O:22])[N:17]([CH2:20][CH3:21])[C:18]\2=[NH:19])=[CH:9][C:8]=1[O:23][CH3:24].Cl.[CH2:36](N)[C:37]1[CH:42]=[CH:41][CH:40]=[CH:39][CH:38]=1. (5) The reactants are: Cl.[CH3:2][O:3][C:4]1[CH:19]=[CH:18][C:7]2[N:8]=[C:9]([NH:11][C@H:12]3[CH2:17][CH2:16][CH2:15][NH:14][CH2:13]3)[S:10][C:6]=2[CH:5]=1.[CH2:20]([S:22](Cl)(=[O:24])=[O:23])[CH3:21].CCN(C(C)C)C(C)C. Given the product [CH2:20]([S:22]([N:14]1[CH2:15][CH2:16][CH2:17][C@H:12]([NH:11][C:9]2[S:10][C:6]3[CH:5]=[C:4]([O:3][CH3:2])[CH:19]=[CH:18][C:7]=3[N:8]=2)[CH2:13]1)(=[O:24])=[O:23])[CH3:21], predict the reactants needed to synthesize it. (6) Given the product [OH:11][CH:10]1[CH:9]([OH:15])[CH:8]([OH:19])[CH:7]([O:23][CH2:24][C:25]([CH3:63])([C:27]2[O:31][N:30]=[C:29]([NH:32][C:33]([NH:35][C:36]3[CH:41]=[CH:40][C:39]([C:42]4[N:43]=[C:44]5[N:48]([CH:49]=4)[C:47]4[CH:50]=[CH:51][C:52]([O:54][CH2:55][CH2:56][N:57]6[CH2:58][CH2:59][O:60][CH2:61][CH2:62]6)=[CH:53][C:46]=4[S:45]5)=[CH:38][CH:37]=3)=[O:34])[CH:28]=2)[CH3:26])[O:6][CH:5]1[C:3]([OH:4])=[O:2], predict the reactants needed to synthesize it. The reactants are: C[O:2][C:3]([CH:5]1[CH:10]([O:11]C(=O)C)[CH:9]([O:15]C(=O)C)[CH:8]([O:19]C(=O)C)[CH:7]([O:23][CH2:24][C:25]([CH3:63])([C:27]2[O:31][N:30]=[C:29]([NH:32][C:33]([NH:35][C:36]3[CH:41]=[CH:40][C:39]([C:42]4[N:43]=[C:44]5[N:48]([CH:49]=4)[C:47]4[CH:50]=[CH:51][C:52]([O:54][CH2:55][CH2:56][N:57]6[CH2:62][CH2:61][O:60][CH2:59][CH2:58]6)=[CH:53][C:46]=4[S:45]5)=[CH:38][CH:37]=3)=[O:34])[CH:28]=2)[CH3:26])[O:6]1)=[O:4].CO.O.[OH-].[K+]. (7) The reactants are: C(Cl)CCl.[CH3:5][NH:6][CH2:7][C:8]1[NH:9][C:10]2[C:15]([C:16]=1[CH3:17])=[CH:14][CH:13]=[CH:12][CH:11]=2.Cl.[NH:19]1[C:25]2[N:26]=[CH:27][C:28](/[CH:30]=[CH:31]/[C:32](O)=[O:33])=[CH:29][C:24]=2[CH2:23][O:22][CH2:21][CH2:20]1.C1C=CC2N(O)N=NC=2C=1.O.CCN(C(C)C)C(C)C. Given the product [CH3:5][N:6]([CH2:7][C:8]1[NH:9][C:10]2[C:15]([C:16]=1[CH3:17])=[CH:14][CH:13]=[CH:12][CH:11]=2)[C:32](=[O:33])/[CH:31]=[CH:30]/[C:28]1[CH:27]=[N:26][C:25]2[NH:19][CH2:20][CH2:21][O:22][CH2:23][C:24]=2[CH:29]=1, predict the reactants needed to synthesize it.